From a dataset of Full USPTO retrosynthesis dataset with 1.9M reactions from patents (1976-2016). Predict the reactants needed to synthesize the given product. (1) The reactants are: [CH3:1][O:2][C:3]1[CH:11]=[C:10]2[C:6]([CH:7]=[CH:8][NH:9]2)=[CH:5][CH:4]=1.[S-:12][C:13]#[N:14].[NH4+]. Given the product [CH3:1][O:2][C:3]1[CH:11]=[C:10]2[C:6]([C:7]([S:12][C:13]#[N:14])=[CH:8][NH:9]2)=[CH:5][CH:4]=1, predict the reactants needed to synthesize it. (2) Given the product [C:1]([O:5][C:6](=[O:38])[NH:7][C@@H:8]1[C@@H:13]([OH:14])[C@H:12]([CH2:15][C:16]2[CH:21]=[C:20]([F:22])[C:19]([NH:23][C:24]([O:26][CH2:27][C:28]3[CH:33]=[CH:32][CH:31]=[CH:30][CH:29]=3)=[O:25])=[C:18]([CH2:34][CH2:35][CH2:36][CH3:37])[CH:17]=2)[CH2:11][S:41](=[O:43])(=[O:40])[CH2:9]1)([CH3:4])([CH3:2])[CH3:3], predict the reactants needed to synthesize it. The reactants are: [C:1]([O:5][C:6](=[O:38])[NH:7][C@@H:8]1[C@@H:13]([OH:14])[C@H:12]([CH2:15][C:16]2[CH:21]=[C:20]([F:22])[C:19]([NH:23][C:24]([O:26][CH2:27][C:28]3[CH:33]=[CH:32][CH:31]=[CH:30][CH:29]=3)=[O:25])=[C:18]([CH2:34][CH2:35][CH2:36][CH3:37])[CH:17]=2)[CH2:11]S[CH2:9]1)([CH3:4])([CH3:3])[CH3:2].O[O:40][S:41]([O-:43])=O.[K+].N. (3) Given the product [F:1][C:2]1[C:6](=[O:7])[O:5][CH2:4][C:3]=1[N:8]1[CH2:12][CH2:11][C:10]2([CH2:13][CH2:14][NH:15][CH2:16][CH2:17]2)[C:9]1=[O:25], predict the reactants needed to synthesize it. The reactants are: [F:1][C:2]1[C:6](=[O:7])[O:5][CH2:4][C:3]=1[N:8]1[CH2:12][CH2:11][C:10]2([CH2:17][CH2:16][N:15](C(OC(C)(C)C)=O)[CH2:14][CH2:13]2)[C:9]1=[O:25].FC(F)(F)C(O)=O. (4) Given the product [C:14]([C:11]1[CH:10]=[CH:9][C:8]([NH:7][C@@H:6]([C:20]2[CH:25]=[C:24]([O:26][CH3:27])[C:23]([O:28][CH2:29][CH2:30][OH:31])=[CH:22][C:21]=2[F:39])[C:5]2[NH:4][C:3](=[O:42])[N:44]([C:46]3[CH:54]=[CH:53][CH:52]=[CH:51][C:47]=3[C:48]([OH:50])=[O:49])[N:45]=2)=[CH:13][CH:12]=1)(=[NH:18])[NH2:15], predict the reactants needed to synthesize it. The reactants are: CO[C:3](=[O:42])[N:4]=[C:5](SC)[C:6]([C:20]1[CH:25]=[C:24]([O:26][CH3:27])[C:23]([O:28][CH2:29][CH2:30][O:31][Si](C(C)(C)C)(C)C)=[CH:22][C:21]=1[F:39])=[N:7][C:8]1[CH:13]=[CH:12][C:11]([C:14]2[N:18]=C(C)O[N:15]=2)=[CH:10][CH:9]=1.Cl.[NH:44]([C:46]1[CH:54]=[CH:53][CH:52]=[CH:51][C:47]=1[C:48]([OH:50])=[O:49])[NH2:45].COC(=O)N=C(SC)C(C1C=C(OC)C=C(OCCF)C=1F)=NC1C=CC(C2N=C(C)ON=2)=CC=1.N(C1N=CC=CN=1)N. (5) Given the product [Cl:20][C:14]1[C:13]([CH3:21])=[C:12]([NH:11][C@@H:10]([C:22]2[O:26][C:25]([C:27]3[CH:28]=[CH:29][C:30]([NH:33][C:34](=[O:38])[CH2:35][CH2:36][CH3:37])=[CH:31][CH:32]=3)=[N:24][N:23]=2)[C@H:9]([OH:8])[CH3:39])[CH:17]=[CH:16][C:15]=1[C:18]#[N:19], predict the reactants needed to synthesize it. The reactants are: [Si]([O:8][C@H:9]([CH3:39])[C@H:10]([C:22]1[O:26][C:25]([C:27]2[CH:32]=[CH:31][C:30]([NH:33][C:34](=[O:38])[CH2:35][CH2:36][CH3:37])=[CH:29][CH:28]=2)=[N:24][N:23]=1)[NH:11][C:12]1[CH:17]=[CH:16][C:15]([C:18]#[N:19])=[C:14]([Cl:20])[C:13]=1[CH3:21])(C(C)(C)C)(C)C.CCCC[N+](CCCC)(CCCC)CCCC.[F-]. (6) Given the product [C:21]([O:12][C:9]1[CH:8]=[CH:7][C:6]2[C:11](=[C:2]([NH2:1])[C:3]([Cl:14])=[CH:4][C:5]=2[Cl:13])[CH:10]=1)(=[O:23])[CH3:22], predict the reactants needed to synthesize it. The reactants are: [NH2:1][C:2]1[C:3]([Cl:14])=[CH:4][C:5]([Cl:13])=[C:6]2[C:11]=1[CH:10]=[C:9]([OH:12])[CH:8]=[CH:7]2.N1C=CC=CC=1.[C:21](OC(=O)C)(=[O:23])[CH3:22].O. (7) Given the product [Cl:1][C:2]1[N:11]=[C:10]([N:12]2[CH2:17][CH2:16][CH2:15][C@@H:14]([NH:18][C:28](=[O:29])[O:30][C:31]([CH3:34])([CH3:33])[CH3:32])[CH2:13]2)[C:9]2[CH2:8][CH2:7][CH2:6][CH2:5][C:4]=2[N:3]=1, predict the reactants needed to synthesize it. The reactants are: [Cl:1][C:2]1[N:11]=[C:10]([N:12]2[CH2:17][CH2:16][CH2:15][C@@H:14]([NH2:18])[CH2:13]2)[C:9]2[CH2:8][CH2:7][CH2:6][CH2:5][C:4]=2[N:3]=1.C(N(C(C)C)CC)(C)C.[C:28](O[C:28]([O:30][C:31]([CH3:34])([CH3:33])[CH3:32])=[O:29])([O:30][C:31]([CH3:34])([CH3:33])[CH3:32])=[O:29].